Dataset: Catalyst prediction with 721,799 reactions and 888 catalyst types from USPTO. Task: Predict which catalyst facilitates the given reaction. (1) Reactant: [CH3:1][O:2][C:3]1[CH:4]=[C:5]([CH:8]=[C:9]([O:13][CH3:14])[C:10]=1[O:11][CH3:12])[CH:6]=O.[NH2:15][OH:16].Cl.CC([O-])=O.[Na+].[BH3-]C#N.[Na+].Cl. Product: [CH3:1][O:2][C:3]1[CH:4]=[C:5]([CH:8]=[C:9]([O:13][CH3:14])[C:10]=1[O:11][CH3:12])[CH2:6][NH:15][OH:16]. The catalyst class is: 24. (2) Reactant: [O:1]1[CH2:6][CH2:5][CH:4]([C:7]2[C:8]([O:13][CH:14]3[CH2:19][CH2:18][N:17](C(OC(C)(C)C)=O)[CH2:16][CH2:15]3)=[N:9][CH:10]=[CH:11][CH:12]=2)[CH2:3][CH2:2]1.[ClH:27]. Product: [ClH:27].[NH:17]1[CH2:18][CH2:19][CH:14]([O:13][C:8]2[C:7]([CH:4]3[CH2:5][CH2:6][O:1][CH2:2][CH2:3]3)=[CH:12][CH:11]=[CH:10][N:9]=2)[CH2:15][CH2:16]1. The catalyst class is: 5. (3) Reactant: [Cl:1][C:2]1[CH:7]=[CH:6][CH:5]=[C:4]([F:8])[C:3]=1[CH2:9][O:10][C:11]1[CH:16]=[CH:15][C:14]2[C:17]3([CH2:32][O:33][C:13]=2[C:12]=1[F:34])[CH2:22][CH2:21][N:20]([CH2:23][CH2:24][C:25]([O:27]C(C)(C)C)=[O:26])[CH2:19][CH2:18]3.[OH-].[Na+].Cl. Product: [Cl:1][C:2]1[CH:7]=[CH:6][CH:5]=[C:4]([F:8])[C:3]=1[CH2:9][O:10][C:11]1[CH:16]=[CH:15][C:14]2[C:17]3([CH2:32][O:33][C:13]=2[C:12]=1[F:34])[CH2:22][CH2:21][N:20]([CH2:23][CH2:24][C:25]([OH:27])=[O:26])[CH2:19][CH2:18]3. The catalyst class is: 8. (4) Reactant: [CH3:1][O-:2].[Na+].[Na].CO.[Br:7][C:8]1[CH:9]=[N:10][CH:11]=[C:12](Br)[C:13]=1[CH3:14]. Product: [Br:7][C:8]1[CH:9]=[N:10][CH:11]=[C:12]([O:2][CH3:1])[C:13]=1[CH3:14]. The catalyst class is: 42.